Task: Predict the reactants needed to synthesize the given product.. Dataset: Full USPTO retrosynthesis dataset with 1.9M reactions from patents (1976-2016) Given the product [CH3:1][O:2][C:3](=[O:20])[C:4]1[CH:9]=[CH:8][C:7]([CH:10]([CH:17]=[O:18])[CH2:11][CH2:12][CH2:13][CH2:14][CH2:15][CH3:16])=[CH:6][CH:5]=1, predict the reactants needed to synthesize it. The reactants are: [CH3:1][O:2][C:3](=[O:20])[C:4]1[CH:9]=[CH:8][C:7]([C:10](=[CH:17][O:18]C)[CH2:11][CH2:12][CH2:13][CH2:14][CH2:15][CH3:16])=[CH:6][CH:5]=1.Cl.